Dataset: Full USPTO retrosynthesis dataset with 1.9M reactions from patents (1976-2016). Task: Predict the reactants needed to synthesize the given product. Given the product [C:1](/[N:3]=[C:4](\[S:14][CH3:15])/[N:5]([CH2:19][C:20]#[N:21])[C:6]1[CH:7]=[C:8]([Cl:13])[CH:9]=[C:10]([Cl:12])[CH:11]=1)#[N:2], predict the reactants needed to synthesize it. The reactants are: [C:1](/[N:3]=[C:4](\[S:14][CH3:15])/[NH:5][C:6]1[CH:11]=[C:10]([Cl:12])[CH:9]=[C:8]([Cl:13])[CH:7]=1)#[N:2].[H-].[Na+].Br[CH2:19][C:20]#[N:21].